This data is from Full USPTO retrosynthesis dataset with 1.9M reactions from patents (1976-2016). The task is: Predict the reactants needed to synthesize the given product. Given the product [NH2:39][C:36]1[N:37]=[CH:38][C:33]([C:19]2[CH:20]=[CH:21][C:22]([C:2]3[C:3]([S:12]([NH:15][CH3:16])(=[O:14])=[O:13])=[CH:4][C:5]([C:8]([F:11])([F:10])[F:9])=[CH:6][CH:7]=3)=[CH:23][C:18]=2[F:17])=[CH:34][N:35]=1, predict the reactants needed to synthesize it. The reactants are: Br[C:2]1[CH:7]=[CH:6][C:5]([C:8]([F:11])([F:10])[F:9])=[CH:4][C:3]=1[S:12]([NH:15][CH3:16])(=[O:14])=[O:13].[F:17][C:18]1[CH:23]=[C:22](B2OC(C)(C)C(C)(C)O2)[CH:21]=[CH:20][C:19]=1[C:33]1[CH:34]=[N:35][C:36]([NH2:39])=[N:37][CH:38]=1.